This data is from Catalyst prediction with 721,799 reactions and 888 catalyst types from USPTO. The task is: Predict which catalyst facilitates the given reaction. Product: [Cl:1][C:2]1[CH:7]=[CH:6][C:5]([C:8]2[N:13]=[C:12]([Br:14])[S:11][CH:9]=2)=[CH:4][CH:3]=1. Reactant: [Cl:1][C:2]1[CH:7]=[CH:6][C:5]([CH2:8][C:9]([S:11][C:12]#[N:13])=O)=[CH:4][CH:3]=1.[BrH:14].C(O)(=O)C. The catalyst class is: 15.